Task: Predict the reactants needed to synthesize the given product.. Dataset: Full USPTO retrosynthesis dataset with 1.9M reactions from patents (1976-2016) Given the product [Si:20]([O:1][CH:2]1[CH2:7][CH2:6][CH:5]([C:8]([O:10][CH2:14][CH3:15])=[O:9])[CH2:4][CH2:3]1)([C:16]([CH3:19])([CH3:18])[CH3:17])([C:27]1[CH:28]=[CH:29][CH:30]=[CH:31][CH:32]=1)[C:21]1[CH:26]=[CH:25][CH:24]=[CH:23][CH:22]=1, predict the reactants needed to synthesize it. The reactants are: [OH:1][CH:2]1[CH2:7][CH2:6][CH:5]([C:8]([OH:10])=[O:9])[CH2:4][CH2:3]1.N1[CH:15]=[CH:14]N=C1.[C:16]([Si:20](Cl)([C:27]1[CH:32]=[CH:31][CH:30]=[CH:29][CH:28]=1)[C:21]1[CH:26]=[CH:25][CH:24]=[CH:23][CH:22]=1)([CH3:19])([CH3:18])[CH3:17].O.